From a dataset of NCI-60 drug combinations with 297,098 pairs across 59 cell lines. Regression. Given two drug SMILES strings and cell line genomic features, predict the synergy score measuring deviation from expected non-interaction effect. (1) Drug 1: CN1C(=O)N2C=NC(=C2N=N1)C(=O)N. Drug 2: CC1=C2C(C(=O)C3(C(CC4C(C3C(C(C2(C)C)(CC1OC(=O)C(C(C5=CC=CC=C5)NC(=O)C6=CC=CC=C6)O)O)OC(=O)C7=CC=CC=C7)(CO4)OC(=O)C)O)C)OC(=O)C. Cell line: COLO 205. Synergy scores: CSS=15.1, Synergy_ZIP=-1.49, Synergy_Bliss=4.23, Synergy_Loewe=-2.05, Synergy_HSA=2.55. (2) Drug 1: CC12CCC(CC1=CCC3C2CCC4(C3CC=C4C5=CN=CC=C5)C)O. Drug 2: C1=NC2=C(N=C(N=C2N1C3C(C(C(O3)CO)O)F)Cl)N. Cell line: LOX IMVI. Synergy scores: CSS=63.7, Synergy_ZIP=13.5, Synergy_Bliss=13.6, Synergy_Loewe=12.4, Synergy_HSA=13.5.